This data is from Forward reaction prediction with 1.9M reactions from USPTO patents (1976-2016). The task is: Predict the product of the given reaction. (1) Given the reactants Cl[C:2]1[N:7]=[CH:6][N:5]=[C:4]([NH2:8])[C:3]=1[C:9]1[O:13][N:12]=[C:11]([CH3:14])[N:10]=1.[NH2:15][C@H:16]([C:19]1[N:28]([C:29]2[CH:34]=[CH:33][CH:32]=[CH:31][CH:30]=2)[C:27](=[O:35])[C:26]2[C:21](=[CH:22][CH:23]=[CH:24][C:25]=2[Cl:36])[N:20]=1)[CH2:17][CH3:18].CCN(C(C)C)C(C)C, predict the reaction product. The product is: [NH2:8][C:4]1[N:5]=[CH:6][N:7]=[C:2]([NH:15][C@H:16]([C:19]2[N:28]([C:29]3[CH:30]=[CH:31][CH:32]=[CH:33][CH:34]=3)[C:27](=[O:35])[C:26]3[C:21](=[CH:22][CH:23]=[CH:24][C:25]=3[Cl:36])[N:20]=2)[CH2:17][CH3:18])[C:3]=1[C:9]1[O:13][N:12]=[C:11]([CH3:14])[N:10]=1. (2) Given the reactants [CH2:1]=[C:2]1[CH2:5][N:4]([C:6]([O:8][C:9]([CH3:12])([CH3:11])[CH3:10])=[O:7])[CH2:3]1.ClC1C=C(C=CC=1)C(OO)=[O:18], predict the reaction product. The product is: [O:18]1[C:2]2([CH2:5][N:4]([C:6]([O:8][C:9]([CH3:12])([CH3:11])[CH3:10])=[O:7])[CH2:3]2)[CH2:1]1.